The task is: Predict the product of the given reaction.. This data is from Forward reaction prediction with 1.9M reactions from USPTO patents (1976-2016). (1) Given the reactants Cl[Si](C)(C)C.Br[CH2:7][C:8]([O:10][C:11]([CH3:14])([CH3:13])[CH3:12])=[O:9].[F:15][C:16]1[C:23]([O:24][CH3:25])=[CH:22][CH:21]=[CH:20][C:17]=1[CH:18]=[O:19], predict the reaction product. The product is: [F:15][C:16]1[C:23]([O:24][CH3:25])=[CH:22][CH:21]=[CH:20][C:17]=1[CH:18]([OH:19])[CH2:7][C:8]([O:10][C:11]([CH3:14])([CH3:13])[CH3:12])=[O:9]. (2) Given the reactants [OH:1][C:2]1[C:3]([CH2:13][CH2:14][C:15]2[CH:20]=[CH:19][CH:18]=[CH:17][CH:16]=2)=[C:4]2[C:9](=[CH:10][CH:11]=1)[C:8](=[O:12])[CH2:7][CH2:6][CH2:5]2.[CH3:21][C:22]1[NH:23][CH:24]=[CH:25][N:26]=1, predict the reaction product. The product is: [CH3:21][C:22]1[NH:23][CH:24]=[C:25]([CH2:14][CH:13]([C:3]2[CH:4]=[CH:9][CH:10]=[CH:11][CH:2]=2)[O:1][C:2]2[C:3]([CH2:13][CH2:14][C:15]3[CH:16]=[CH:17][CH:18]=[CH:19][CH:20]=3)=[C:4]3[C:9](=[CH:10][CH:11]=2)[C:8](=[O:12])[CH2:7][CH2:6][CH2:5]3)[N:26]=1. (3) Given the reactants Cl[CH2:2][CH2:3][N:4]1[CH:8]=[C:7]([C:9]([O:11][CH2:12][CH3:13])=[O:10])[CH:6]=[N:5]1.CS(C)=O.N12CCCN=C1CCCCC2, predict the reaction product. The product is: [CH:3]([N:4]1[CH:8]=[C:7]([C:9]([O:11][CH2:12][CH3:13])=[O:10])[CH:6]=[N:5]1)=[CH2:2]. (4) The product is: [S:1]([C:5]1[CH:11]=[CH:10][C:8]([CH3:9])=[CH:7][CH:6]=1)([O-:4])(=[O:3])=[O:2].[CH3:12][N:13]([CH3:14])[C:15](=[N+:21]([CH3:22])[CH3:20])[N:17]([CH3:19])[CH3:18]. Given the reactants [S:1]([C:5]1[CH:11]=[CH:10][C:8]([CH3:9])=[CH:7][CH:6]=1)([O-:4])(=[O:3])=[O:2].[CH3:12][N:13]([C+:15]([N:17]([CH3:19])[CH3:18])Cl)[CH3:14].[CH3:20][N-:21][CH3:22].[Li+], predict the reaction product. (5) Given the reactants [F:1][C:2]([F:24])([F:23])[C:3]1[CH:22]=[CH:21][CH:20]=[CH:19][C:4]=1[O:5][CH:6]1[CH2:11][CH2:10][N:9](C(OC(C)(C)C)=O)[CH2:8][CH2:7]1.FC(F)(F)[C:27](O)=[O:28].[CH2:32]([Cl:34])[Cl:33], predict the reaction product. The product is: [NH4+:9].[OH-:5].[CH3:27][OH:28].[CH2:32]([Cl:34])[Cl:33].[F:24][C:2]([F:1])([F:23])[C:3]1[CH:22]=[CH:21][CH:20]=[CH:19][C:4]=1[O:5][CH:6]1[CH2:11][CH2:10][NH:9][CH2:8][CH2:7]1. (6) Given the reactants [CH3:1][O:2][C:3]1[CH:8]=[CH:7][C:6]([CH:9]2[CH2:13][C:12]3([CH2:18][CH2:17][CH2:16][CH2:15][CH2:14]3)[NH:11][C:10]2=[O:19])=[CH:5][CH:4]=1.[H-].[Na+].Br[CH2:23][C:24]([O:26][CH2:27][CH3:28])=[O:25], predict the reaction product. The product is: [CH3:1][O:2][C:3]1[CH:4]=[CH:5][C:6]([CH:9]2[CH2:13][C:12]3([CH2:18][CH2:17][CH2:16][CH2:15][CH2:14]3)[N:11]([CH2:23][C:24]([O:26][CH2:27][CH3:28])=[O:25])[C:10]2=[O:19])=[CH:7][CH:8]=1. (7) Given the reactants [Cl:1][C:2]1[CH:3]=[C:4]([C@@H:8]2[C@@H:13]([C:14]3[CH:19]=[CH:18][C:17]([Cl:20])=[CH:16][CH:15]=3)[N:12]([C@@H:21]([CH2:24][CH3:25])[CH:22]=O)[C:11](=[O:26])[C@:10]([CH2:28][C:29]([OH:31])=[O:30])([CH3:27])[CH2:9]2)[CH:5]=[CH:6][CH:7]=1.[CH:32]12[O:39][CH:36]([CH2:37][CH2:38]1)[CH2:35][NH:34][CH2:33]2.Cl.C(O[BH-](OC(=O)C)OC(=O)C)(=O)C.[Na+].C(O)(=O)C, predict the reaction product. The product is: [CH:36]12[O:39][CH:32]([CH2:38][CH2:37]1)[CH2:33][N:34]([CH2:22][C@@H:21]([N:12]1[C@H:13]([C:14]3[CH:19]=[CH:18][C:17]([Cl:20])=[CH:16][CH:15]=3)[C@@H:8]([C:4]3[CH:5]=[CH:6][CH:7]=[C:2]([Cl:1])[CH:3]=3)[CH2:9][C@@:10]([CH2:28][C:29]([OH:31])=[O:30])([CH3:27])[C:11]1=[O:26])[CH2:24][CH3:25])[CH2:35]2. (8) Given the reactants Br[C:2]1[CH:7]=[CH:6][C:5]([Cl:8])=[C:4]([O:9][CH3:10])[C:3]=1[F:11].C([Li])CCC.[B:17]([O:26][CH:27]([CH3:29])C)([O:22][CH:23](C)C)OC(C)C.C(Cl)(=O)C.C(O)CCO, predict the reaction product. The product is: [Cl:8][C:5]1[CH:6]=[CH:7][C:2]([B:17]2[O:22][CH2:23][CH2:29][CH2:27][O:26]2)=[C:3]([F:11])[C:4]=1[O:9][CH3:10]. (9) Given the reactants Br[C:2]1[CH:7]=[CH:6][C:5]([C:8]2[N:9]=[CH:10][N:11]([CH3:25])[C:12]=2[NH:13][C:14](=[O:24])[O:15][C@@H:16]([C:18]2[CH:23]=[CH:22][CH:21]=[CH:20][CH:19]=2)[CH3:17])=[CH:4][CH:3]=1.[C:26]1([C:32]2([C:35]([O:37][CH3:38])=[O:36])[CH2:34][CH2:33]2)[CH:31]=[CH:30][CH:29]=[CH:28][CH:27]=1.C([O-])([O-])=O.[K+].[K+].COCCOC, predict the reaction product. The product is: [CH3:25][N:11]1[C:12]([NH:13][C:14]([O:15][C@@H:16]([C:18]2[CH:23]=[CH:22][CH:21]=[CH:20][CH:19]=2)[CH3:17])=[O:24])=[C:8]([C:5]2[CH:6]=[CH:7][C:2]([C:29]3[CH:30]=[CH:31][C:26]([C:32]4([C:35]([O:37][CH3:38])=[O:36])[CH2:34][CH2:33]4)=[CH:27][CH:28]=3)=[CH:3][CH:4]=2)[N:9]=[CH:10]1. (10) Given the reactants [OH:1][C:2]1[CH:32]=[CH:31][CH:30]=[CH:29][C:3]=1[CH2:4][NH:5][C:6]1[C:7]2[N:8]=[CH:9][N:10]([C:25]=2[N:26]=[CH:27][N:28]=1)[C@@H:11]1[O:21][C@H:15]([CH:16](C(=O)C)[OH:17])[C@@:13](C(=O)C)([OH:14])[CH2:12]1.CO.N, predict the reaction product. The product is: [OH:1][C:2]1[CH:32]=[CH:31][CH:30]=[CH:29][C:3]=1[CH2:4][NH:5][C:6]1[C:7]2[N:8]=[CH:9][N:10]([C:25]=2[N:26]=[CH:27][N:28]=1)[C@@H:11]1[O:21][C@H:15]([CH2:16][OH:17])[C@@H:13]([OH:14])[CH2:12]1.